Dataset: Catalyst prediction with 721,799 reactions and 888 catalyst types from USPTO. Task: Predict which catalyst facilitates the given reaction. (1) Reactant: [F:1][C:2]1[CH:3]=[C:4]([C:8]#[C:9][C:10]2[CH:19]=[C:18]3[C:13]([C:14](=[O:28])[N:15]4[CH2:23][C:22]5(OCC[O:24]5)[CH2:21][CH2:20][C:16]4=[N:17]3)=[CH:12][CH:11]=2)[CH:5]=[CH:6][CH:7]=1.Cl. Product: [F:1][C:2]1[CH:3]=[C:4]([C:8]#[C:9][C:10]2[CH:19]=[C:18]3[C:13]([C:14](=[O:28])[N:15]4[CH2:23][C:22](=[O:24])[CH2:21][CH2:20][C:16]4=[N:17]3)=[CH:12][CH:11]=2)[CH:5]=[CH:6][CH:7]=1. The catalyst class is: 1. (2) Reactant: [CH:1]1N=C[N:3]([C:6]([N:8]2C=N[CH:10]=[CH:9]2)=O)[CH:2]=1.C1CCN2C(=NCCC2)CC1.[NH2:24][C:25]1[O:29][N:28]=[C:27]([C:30]2[CH:35]=[CH:34][C:33]([F:36])=[CH:32][CH:31]=2)C=1C1N=CC=CN=1.[CH3:43][O:44][CH2:45][O:46][C:47]1[CH:52]=[CH:51][CH:50]=[CH:49][C:48]=1[CH2:53][C:54](O)=[O:55]. Product: [F:36][C:33]1[CH:32]=[CH:31][C:30]([C:27]2[C:10]([C:9]3[CH:1]=[CH:2][N:3]=[CH:6][N:8]=3)=[C:25]([NH:24][C:54](=[O:55])[CH2:53][C:48]3[CH:49]=[CH:50][CH:51]=[CH:52][C:47]=3[O:46][CH2:45][O:44][CH3:43])[O:29][N:28]=2)=[CH:35][CH:34]=1. The catalyst class is: 1. (3) Reactant: Br[C:2]1[N:6]2[N:7]=[C:8]([NH:11][CH:12]3[CH2:17][CH2:16][CH2:15][CH2:14][CH2:13]3)[CH:9]=[CH:10][C:5]2=[N:4][CH:3]=1.Cl.[NH2:19][CH2:20][C:21]1[CH:26]=[CH:25][C:24](B(O)O)=[CH:23][CH:22]=1.P([O-])([O-])([O-])=O.[K+].[K+].[K+].COCCOC. Product: [NH2:19][CH2:20][C:21]1[CH:26]=[CH:25][C:24]([C:2]2[N:6]3[N:7]=[C:8]([NH:11][CH:12]4[CH2:17][CH2:16][CH2:15][CH2:14][CH2:13]4)[CH:9]=[CH:10][C:5]3=[N:4][CH:3]=2)=[CH:23][CH:22]=1. The catalyst class is: 263.